Dataset: Reaction yield outcomes from USPTO patents with 853,638 reactions. Task: Predict the reaction yield, written as a fraction of the theoretical maximum amount of product (1.0 means a 100% yield; for example, 0.34 means a 34% yield). (1) The reactants are [Cl:1][C:2]1[CH:7]=[CH:6][C:5]([NH:8][C:9](=[O:23])[CH2:10][C:11]2[CH:16]=[CH:15][CH:14]=[C:13]([C:17]#[C:18][Si](C)(C)C)[CH:12]=2)=[CH:4][C:3]=1[C:24]([F:27])([F:26])[F:25].C([O-])([O-])=O.[K+].[K+]. The catalyst is CO. The product is [Cl:1][C:2]1[CH:7]=[CH:6][C:5]([NH:8][C:9](=[O:23])[CH2:10][C:11]2[CH:16]=[CH:15][CH:14]=[C:13]([C:17]#[CH:18])[CH:12]=2)=[CH:4][C:3]=1[C:24]([F:25])([F:26])[F:27]. The yield is 0.910. (2) The reactants are [N:1]1[C:2]([CH2:10][C:11]#[N:12])=[CH:3][N:4]2[CH:9]=[CH:8][CH:7]=[CH:6][C:5]=12.B.C1COCC1. The catalyst is C1COCC1. The product is [N:1]1[C:2]([CH2:10][CH2:11][NH2:12])=[CH:3][N:4]2[CH:9]=[CH:8][CH:7]=[CH:6][C:5]=12. The yield is 0.750. (3) The reactants are [C:1]([NH:4][C:5]1[CH:12]=[CH:11][C:8]([CH:9]=O)=[CH:7][CH:6]=1)(=[O:3])[CH3:2].Cl.[O:14]([NH2:16])[CH3:15]. No catalyst specified. The product is [CH3:15][O:14][N:16]=[CH:9][C:8]1[CH:11]=[CH:12][C:5]([NH:4][C:1](=[O:3])[CH3:2])=[CH:6][CH:7]=1. The yield is 0.980. (4) The reactants are [C:1]1([C:7]2[NH:11][CH:10]=[C:9]([CH:12]=[O:13])[CH:8]=2)[CH:6]=[CH:5][CH:4]=[CH:3][CH:2]=1.[H-].[Na+].C1OCCOCCOCCOCCOC1.[O:31]1[C:36]2[CH:37]=[CH:38][C:39]([S:41](Cl)(=[O:43])=[O:42])=[CH:40][C:35]=2[O:34][CH2:33][CH2:32]1. No catalyst specified. The yield is 0.700. The product is [O:31]1[C:36]2[CH:37]=[CH:38][C:39]([S:41]([N:11]3[C:7]([C:1]4[CH:6]=[CH:5][CH:4]=[CH:3][CH:2]=4)=[CH:8][C:9]([CH:12]=[O:13])=[CH:10]3)(=[O:43])=[O:42])=[CH:40][C:35]=2[O:34][CH2:33][CH2:32]1. (5) The reactants are [CH3:1][O:2][C:3](=[O:25])[C:4]([NH:7][C:8]([C:10]1[C:15]([OH:16])=[CH:14][C:13](OS(C(F)(F)F)(=O)=O)=[CH:12][N:11]=1)=[O:9])([CH3:6])[CH3:5].[Cl:26][C:27]1[CH:28]=[C:29](B(O)O)[CH:30]=[CH:31][CH:32]=1.[O-]P([O-])([O-])=O.[K+].[K+].[K+]. The catalyst is O1CCOCC1.C1C=CC(P(C2C=CC=CC=2)[C-]2C=CC=C2)=CC=1.C1C=CC(P(C2C=CC=CC=2)[C-]2C=CC=C2)=CC=1.Cl[Pd]Cl.[Fe+2]. The product is [CH3:1][O:2][C:3](=[O:25])[C:4]([NH:7][C:8]([C:10]1[C:15]([OH:16])=[CH:14][C:13]([C:31]2[CH:30]=[CH:29][CH:28]=[C:27]([Cl:26])[CH:32]=2)=[CH:12][N:11]=1)=[O:9])([CH3:6])[CH3:5]. The yield is 0.730.